From a dataset of Full USPTO retrosynthesis dataset with 1.9M reactions from patents (1976-2016). Predict the reactants needed to synthesize the given product. (1) Given the product [CH3:18][O:17][C:11]1[CH:12]=[CH:13][C:14]2[C:9](=[CH:8][C:7]([C:27]3[CH:26]=[CH:25][CH:24]=[C:23]([O:22][CH3:21])[CH:28]=3)=[CH:16][CH:15]=2)[CH:10]=1, predict the reactants needed to synthesize it. The reactants are: FC(F)(F)S(O[C:7]1[CH:16]=[CH:15][C:14]2[C:9](=[CH:10][C:11]([O:17][CH3:18])=[CH:12][CH:13]=2)[CH:8]=1)(=O)=O.[CH3:21][O:22][C:23]1[CH:24]=[C:25](B(O)O)[CH:26]=[CH:27][CH:28]=1. (2) Given the product [OH:31][C:32]1([C:39]2[S:43][CH:42]=[N:41][CH:40]=2)[CH2:33][CH2:34][CH:35]([N:8]2[CH2:9][CH:10]([NH:12][C:13](=[O:30])[CH2:14][NH:15][C:16]3[C:24]4[C:19](=[CH:20][CH:21]=[C:22]([C:25]([F:27])([F:26])[F:28])[CH:23]=4)[N:18]([CH3:29])[N:17]=3)[CH2:11]2)[CH2:36][CH2:37]1, predict the reactants needed to synthesize it. The reactants are: OC(C(F)(F)F)=O.[NH:8]1[CH2:11][CH:10]([NH:12][C:13](=[O:30])[CH2:14][NH:15][C:16]2[C:24]3[C:19](=[CH:20][CH:21]=[C:22]([C:25]([F:28])([F:27])[F:26])[CH:23]=3)[N:18]([CH3:29])[N:17]=2)[CH2:9]1.[OH:31][C:32]1([C:39]2[S:43][CH:42]=[N:41][CH:40]=2)[CH2:37][CH2:36][C:35](=O)[CH2:34][CH2:33]1. (3) Given the product [O:32]=[C:30]([CH3:31])[CH2:29][C:26]1[CH:27]=[CH:28][C:23]([O:1][CH2:2][CH2:3][N:4]([CH2:17][C:18]([F:19])([F:20])[F:21])[C:5]2[CH:12]=[CH:11][C:8]([C:9]#[N:10])=[C:7]([C:13]([F:15])([F:16])[F:14])[CH:6]=2)=[CH:24][CH:25]=1, predict the reactants needed to synthesize it. The reactants are: [OH:1][CH2:2][CH2:3][N:4]([CH2:17][C:18]([F:21])([F:20])[F:19])[C:5]1[CH:12]=[CH:11][C:8]([C:9]#[N:10])=[C:7]([C:13]([F:16])([F:15])[F:14])[CH:6]=1.O[C:23]1[CH:28]=[CH:27][C:26]([CH2:29][C:30](=[O:32])[CH3:31])=[CH:25][CH:24]=1.